From a dataset of Retrosynthesis with 50K atom-mapped reactions and 10 reaction types from USPTO. Predict the reactants needed to synthesize the given product. (1) The reactants are: CCCCNC(=O)c1ccc2c(c1)N=C(Cl)c1cc(Cl)ccc1S2.Clc1ccc([Zn+])s1. Given the product CCCCNC(=O)c1ccc2c(c1)N=C(c1ccc(Cl)s1)c1cc(Cl)ccc1S2, predict the reactants needed to synthesize it. (2) Given the product CNC(=O)[C@@H](C)Oc1cccc2ncnc(Nc3ccc4c(cnn4Cc4cscn4)c3)c12, predict the reactants needed to synthesize it. The reactants are: CN.COC(=O)[C@@H](C)Oc1cccc2ncnc(Nc3ccc4c(cnn4Cc4cscn4)c3)c12. (3) Given the product CC(C)(C)OC(=O)c1ccc(-n2c(CCc3nnn[nH]3)ccc2-c2ccccc2)cc1, predict the reactants needed to synthesize it. The reactants are: CC(C)(C)OC(=O)c1ccc(-n2c(CCC#N)ccc2-c2ccccc2)cc1.C[Si](C)(C)N=[N+]=[N-]. (4) Given the product CC(=O)c1ccc(C)c(N)c1, predict the reactants needed to synthesize it. The reactants are: CC(=O)c1ccc(C)c([N+](=O)[O-])c1. (5) Given the product O=C1c2ccccc2C(=O)N1CCN(CCO)CCO, predict the reactants needed to synthesize it. The reactants are: O=C1c2ccccc2C(=O)N1CCBr.OCCNCCO. (6) Given the product CCn1c(N)c(C(N)=O)c(=O)c2cnc(Nc3ccc(C4CCNCC4)cc3OC)nc21, predict the reactants needed to synthesize it. The reactants are: CCn1c(N)c(C(N)=O)c(=O)c2cnc(Nc3ccc(C4CCN(C(=O)OC(C)(C)C)CC4)cc3OC)nc21.